This data is from Full USPTO retrosynthesis dataset with 1.9M reactions from patents (1976-2016). The task is: Predict the reactants needed to synthesize the given product. (1) Given the product [NH2:2][C:5]1[CH:12]=[CH:11][CH:10]=[CH:9][C:6]=1[CH:7]=[O:8], predict the reactants needed to synthesize it. The reactants are: Cl.[N+:2]([C:5]1[CH:12]=[CH:11][CH:10]=[CH:9][C:6]=1[CH:7]=[O:8])([O-])=O.C(O)C. (2) Given the product [Si:20]([O:19][CH2:18][CH2:17][CH2:16][N:1]1[C:5]2[CH:6]=[CH:7][CH:8]=[CH:9][C:4]=2[NH:3][C:2]1=[C:10]([C:13]#[N:14])[C:11]#[N:12])([C:23]([CH3:24])([CH3:25])[CH3:26])([CH3:22])[CH3:21], predict the reactants needed to synthesize it. The reactants are: [NH:1]1[C:5]2[CH:6]=[CH:7][CH:8]=[CH:9][C:4]=2[NH:3][C:2]1=[C:10]([C:13]#[N:14])[C:11]#[N:12].Br[CH2:16][CH2:17][CH2:18][O:19][Si:20]([C:23]([CH3:26])([CH3:25])[CH3:24])([CH3:22])[CH3:21].C(=O)([O-])[O-].[K+].[K+]. (3) Given the product [CH:1]([NH:14][C:15]([C:17]1[C:18]([OH:28])=[N:19][C:20]([N:23]2[CH:27]=[C:26]([I:56])[CH:25]=[N:24]2)=[N:21][CH:22]=1)=[O:16])([C:8]1[CH:9]=[CH:10][CH:11]=[CH:12][CH:13]=1)[C:2]1[CH:7]=[CH:6][CH:5]=[CH:4][CH:3]=1, predict the reactants needed to synthesize it. The reactants are: [CH:1]([NH:14][C:15]([C:17]1[C:18]([OH:28])=[N:19][C:20]([N:23]2[CH:27]=[CH:26][CH:25]=[N:24]2)=[N:21][CH:22]=1)=[O:16])([C:8]1[CH:13]=[CH:12][CH:11]=[CH:10][CH:9]=1)[C:2]1[CH:7]=[CH:6][CH:5]=[CH:4][CH:3]=1.O=[N+]([O-])[O-].[O-][N+](=O)[O-].[O-][N+](=O)[O-].[O-][N+](=O)[O-].[O-][N+](=O)[O-].[O-][N+](=O)[O-].[Ce+4].[NH4+].[NH4+].[I:56]I. (4) The reactants are: CC1C=CC(S(O[CH2:12][CH:13]2[CH2:22][CH2:21][C:20]3[C:15](=[CH:16][C:17]([S:23]([CH3:26])(=[O:25])=[O:24])=[CH:18][CH:19]=3)[O:14]2)(=O)=O)=CC=1.[CH3:27][CH:28]([CH3:31])[CH2:29][NH2:30]. Given the product [CH3:27][CH:28]([CH3:31])[CH2:29][NH:30][CH2:12][CH:13]1[CH2:22][CH2:21][C:20]2[C:15](=[CH:16][C:17]([S:23]([CH3:26])(=[O:24])=[O:25])=[CH:18][CH:19]=2)[O:14]1, predict the reactants needed to synthesize it. (5) Given the product [Cl:1][C:2]1[CH:7]=[C:6]([N+:9]([O-:11])=[O:10])[C:5]([F:12])=[C:4]([F:13])[CH:3]=1, predict the reactants needed to synthesize it. The reactants are: [Cl:1][C:2]1[C:7](N)=[C:6]([N+:9]([O-:11])=[O:10])[C:5]([F:12])=[C:4]([F:13])[CH:3]=1.N([O-])=O.[Na+].P(=O)(O)(O)O.O.[PH2]([O-])=O.[Na+]. (6) Given the product [Cl:1][C:2]1[CH:3]=[C:4]([C:10]2[N:11]=[C:12]([CH:23]3[CH2:24][CH2:25]3)[O:13][C:14]=2[C:15]2[CH:20]=[CH:19][N:18]=[C:17]([S:21][CH3:22])[N:16]=2)[C:5]([F:9])=[C:6]([NH:7][S:33]([CH3:32])(=[O:35])=[O:34])[CH:8]=1, predict the reactants needed to synthesize it. The reactants are: [Cl:1][C:2]1[CH:3]=[C:4]([C:10]2[N:11]=[C:12]([CH:23]3[CH2:25][CH2:24]3)[O:13][C:14]=2[C:15]2[CH:20]=[CH:19][N:18]=[C:17]([S:21][CH3:22])[N:16]=2)[C:5]([F:9])=[C:6]([CH:8]=1)[NH2:7].N1C=CC=CC=1.[CH3:32][S:33](Cl)(=[O:35])=[O:34]. (7) Given the product [CH3:1][C:2]1([CH3:17])[N:8]([C:29]([C:25]2([CH3:24])[CH2:28][CH2:27][CH2:26]2)=[O:30])[CH2:7][C:6]2[CH:9]=[CH:10][C:11]([C:13]([O:15][CH3:16])=[O:14])=[CH:12][C:5]=2[O:4][CH2:3]1, predict the reactants needed to synthesize it. The reactants are: [CH3:1][C:2]1([CH3:17])[NH:8][CH2:7][C:6]2[CH:9]=[CH:10][C:11]([C:13]([O:15][CH3:16])=[O:14])=[CH:12][C:5]=2[O:4][CH2:3]1.N1C=CC=CC=1.[CH3:24][C:25]1([C:29](Cl)=[O:30])[CH2:28][CH2:27][CH2:26]1. (8) The reactants are: C([N:8]1[CH2:13][CH2:12][C:11]([C:14]2[CH:22]=[CH:21][C:17]([CH2:18][CH2:19][OH:20])=[CH:16][CH:15]=2)=[CH:10][CH2:9]1)C1C=CC=CC=1. Given the product [NH:8]1[CH2:13][CH2:12][CH:11]([C:14]2[CH:22]=[CH:21][C:17]([CH2:18][CH2:19][OH:20])=[CH:16][CH:15]=2)[CH2:10][CH2:9]1, predict the reactants needed to synthesize it.